Regression. Given two drug SMILES strings and cell line genomic features, predict the synergy score measuring deviation from expected non-interaction effect. From a dataset of NCI-60 drug combinations with 297,098 pairs across 59 cell lines. (1) Drug 1: CC1=C(C=C(C=C1)NC2=NC=CC(=N2)N(C)C3=CC4=NN(C(=C4C=C3)C)C)S(=O)(=O)N.Cl. Drug 2: CC1=C2C(C(=O)C3(C(CC4C(C3C(C(C2(C)C)(CC1OC(=O)C(C(C5=CC=CC=C5)NC(=O)C6=CC=CC=C6)O)O)OC(=O)C7=CC=CC=C7)(CO4)OC(=O)C)O)C)OC(=O)C. Cell line: MALME-3M. Synergy scores: CSS=27.1, Synergy_ZIP=-4.70, Synergy_Bliss=4.01, Synergy_Loewe=4.00, Synergy_HSA=4.43. (2) Drug 1: CC1=C(C=C(C=C1)NC(=O)C2=CC=C(C=C2)CN3CCN(CC3)C)NC4=NC=CC(=N4)C5=CN=CC=C5. Drug 2: C1=CC=C(C=C1)NC(=O)CCCCCCC(=O)NO. Cell line: TK-10. Synergy scores: CSS=-3.07, Synergy_ZIP=-2.55, Synergy_Bliss=-4.30, Synergy_Loewe=-26.1, Synergy_HSA=-13.5. (3) Drug 1: C1=CC(=C2C(=C1NCCNCCO)C(=O)C3=C(C=CC(=C3C2=O)O)O)NCCNCCO. Drug 2: C1CCC(CC1)NC(=O)N(CCCl)N=O. Cell line: BT-549. Synergy scores: CSS=21.5, Synergy_ZIP=-15.3, Synergy_Bliss=-17.4, Synergy_Loewe=-23.0, Synergy_HSA=-14.3. (4) Drug 1: CC(CN1CC(=O)NC(=O)C1)N2CC(=O)NC(=O)C2. Drug 2: C1CC(C1)(C(=O)O)C(=O)O.[NH2-].[NH2-].[Pt+2]. Cell line: SNB-19. Synergy scores: CSS=34.1, Synergy_ZIP=-10.1, Synergy_Bliss=-4.79, Synergy_Loewe=-5.06, Synergy_HSA=-2.66. (5) Drug 1: C1CC(=O)NC(=O)C1N2CC3=C(C2=O)C=CC=C3N. Drug 2: CC=C1C(=O)NC(C(=O)OC2CC(=O)NC(C(=O)NC(CSSCCC=C2)C(=O)N1)C(C)C)C(C)C. Cell line: M14. Synergy scores: CSS=21.0, Synergy_ZIP=-0.638, Synergy_Bliss=-2.61, Synergy_Loewe=-1.28, Synergy_HSA=-2.08. (6) Drug 1: CCC1(CC2CC(C3=C(CCN(C2)C1)C4=CC=CC=C4N3)(C5=C(C=C6C(=C5)C78CCN9C7C(C=CC9)(C(C(C8N6C=O)(C(=O)OC)O)OC(=O)C)CC)OC)C(=O)OC)O.OS(=O)(=O)O. Drug 2: CC12CCC3C(C1CCC2OP(=O)(O)O)CCC4=C3C=CC(=C4)OC(=O)N(CCCl)CCCl.[Na+]. Cell line: HT29. Synergy scores: CSS=16.2, Synergy_ZIP=4.62, Synergy_Bliss=3.24, Synergy_Loewe=6.04, Synergy_HSA=4.73. (7) Drug 1: C1=CC(=CC=C1CCCC(=O)O)N(CCCl)CCCl. Drug 2: CC1=C2C(C(=O)C3(C(CC4C(C3C(C(C2(C)C)(CC1OC(=O)C(C(C5=CC=CC=C5)NC(=O)C6=CC=CC=C6)O)O)OC(=O)C7=CC=CC=C7)(CO4)OC(=O)C)O)C)OC(=O)C. Cell line: A498. Synergy scores: CSS=23.8, Synergy_ZIP=-10.2, Synergy_Bliss=-10.1, Synergy_Loewe=-8.27, Synergy_HSA=-6.87. (8) Drug 1: C1=CC(=C2C(=C1NCCNCCO)C(=O)C3=C(C=CC(=C3C2=O)O)O)NCCNCCO. Drug 2: C1C(C(OC1N2C=NC(=NC2=O)N)CO)O. Cell line: UACC62. Synergy scores: CSS=33.9, Synergy_ZIP=-1.81, Synergy_Bliss=-3.18, Synergy_Loewe=-8.32, Synergy_HSA=-1.83. (9) Drug 1: CCN(CC)CCNC(=O)C1=C(NC(=C1C)C=C2C3=C(C=CC(=C3)F)NC2=O)C. Drug 2: C1CN(CCN1C(=O)CCBr)C(=O)CCBr. Cell line: BT-549. Synergy scores: CSS=3.75, Synergy_ZIP=0.673, Synergy_Bliss=5.69, Synergy_Loewe=-1.02, Synergy_HSA=-0.103. (10) Drug 1: CC1C(C(=O)NC(C(=O)N2CCCC2C(=O)N(CC(=O)N(C(C(=O)O1)C(C)C)C)C)C(C)C)NC(=O)C3=C4C(=C(C=C3)C)OC5=C(C(=O)C(=C(C5=N4)C(=O)NC6C(OC(=O)C(N(C(=O)CN(C(=O)C7CCCN7C(=O)C(NC6=O)C(C)C)C)C)C(C)C)C)N)C. Drug 2: C(CCl)NC(=O)N(CCCl)N=O. Cell line: DU-145. Synergy scores: CSS=18.6, Synergy_ZIP=-7.32, Synergy_Bliss=-5.45, Synergy_Loewe=-29.5, Synergy_HSA=-5.33.